From a dataset of Catalyst prediction with 721,799 reactions and 888 catalyst types from USPTO. Predict which catalyst facilitates the given reaction. Reactant: [CH3:1][N:2]1[CH2:7][CH2:6][N:5]([C:8]([C:10]2[CH:15]=[CH:14][C:13]([C:16]#[C:17][Si](C)(C)C)=[CH:12][CH:11]=2)=[O:9])[CH2:4][CH2:3]1.C([O-])([O-])=O.[K+].[K+]. Product: [C:16]([C:13]1[CH:12]=[CH:11][C:10]([C:8]([N:5]2[CH2:4][CH2:3][N:2]([CH3:1])[CH2:7][CH2:6]2)=[O:9])=[CH:15][CH:14]=1)#[CH:17]. The catalyst class is: 5.